This data is from Full USPTO retrosynthesis dataset with 1.9M reactions from patents (1976-2016). The task is: Predict the reactants needed to synthesize the given product. (1) The reactants are: [CH2:1]([O:3][C:4]1[CH:9]=[CH:8][C:7]([S:10]([NH:13][C@H:14]([C:17]2[CH:22]=[CH:21][CH:20]=[CH:19][CH:18]=2)[CH2:15][CH3:16])(=[O:12])=[O:11])=[CH:6][CH:5]=1)[CH3:2].Br[CH2:24][C:25]1[CH:34]=[CH:33][C:28]([C:29]([O:31][CH3:32])=[O:30])=[CH:27][CH:26]=1.C([O-])([O-])=O.[K+].[K+]. Given the product [CH2:1]([O:3][C:4]1[CH:5]=[CH:6][C:7]([S:10]([N:13]([CH2:24][C:25]2[CH:34]=[CH:33][C:28]([C:29]([O:31][CH3:32])=[O:30])=[CH:27][CH:26]=2)[C@H:14]([C:17]2[CH:22]=[CH:21][CH:20]=[CH:19][CH:18]=2)[CH2:15][CH3:16])(=[O:12])=[O:11])=[CH:8][CH:9]=1)[CH3:2], predict the reactants needed to synthesize it. (2) Given the product [Br:1][C:2]1[CH:3]=[C:4]2[C:14](=[CH:15][CH:16]=1)[C@:7]1([O:11][C:10](=[O:12])[N:9]([CH2:18][C:19]([N:21]([CH2:28][C:29]3[CH:34]=[CH:33][C:32]([F:35])=[C:31]([F:36])[CH:30]=3)[C@@H:22]([CH3:27])[C:23]([F:26])([F:25])[F:24])=[O:20])[C:8]1=[O:13])[CH2:6][CH2:5]2, predict the reactants needed to synthesize it. The reactants are: [Br:1][C:2]1[CH:3]=[C:4]2[C:14](=[CH:15][CH:16]=1)[C@:7]1([O:11][C:10](=[O:12])[NH:9][C:8]1=[O:13])[CH2:6][CH2:5]2.Br[CH2:18][C:19]([N:21]([CH2:28][C:29]1[CH:34]=[CH:33][C:32]([F:35])=[C:31]([F:36])[CH:30]=1)[C@@H:22]([CH3:27])[C:23]([F:26])([F:25])[F:24])=[O:20].BrCC(N(CC1C=CC(F)=CC=1)[C@@H](C)C(F)(F)F)=O.